Task: Predict which catalyst facilitates the given reaction.. Dataset: Catalyst prediction with 721,799 reactions and 888 catalyst types from USPTO (1) Reactant: [CH:1]1([C:5]([NH:7][NH:8][C:9]([C:11]2[C:15]([CH3:16])=[C:14]([C:17]3[CH:22]=[CH:21][C:20]([Cl:23])=[CH:19][CH:18]=3)[N:13]([C:24]3[CH:29]=[CH:28][C:27]([Cl:30])=[CH:26][C:25]=3[Cl:31])[N:12]=2)=O)=O)[CH2:4][CH2:3][CH2:2]1.COC1C=CC(P2(SP(C3C=CC(OC)=CC=3)(=S)S2)=[S:41])=CC=1. Product: [Cl:23][C:20]1[CH:21]=[CH:22][C:17]([C:14]2[N:13]([C:24]3[CH:29]=[CH:28][C:27]([Cl:30])=[CH:26][C:25]=3[Cl:31])[N:12]=[C:11]([C:9]3[S:41][C:5]([CH:1]4[CH2:4][CH2:3][CH2:2]4)=[N:7][N:8]=3)[C:15]=2[CH3:16])=[CH:18][CH:19]=1. The catalyst class is: 12. (2) Reactant: [CH3:1][O:2][C:3]([C:5]1[C:13]2[CH:12]=[C:11]([C:14]3[C:19]([Cl:20])=[CH:18][N:17]=[C:16](Cl)[N:15]=3)[S:10][C:9]=2[CH:8]=[CH:7][CH:6]=1)=[O:4].[CH3:22][N:23]1[CH2:28][CH2:27][N:26]([CH2:29][CH2:30][CH2:31][NH2:32])[CH2:25][CH2:24]1.C(N(C(C)C)CC)(C)C. Product: [CH3:1][O:2][C:3]([C:5]1[C:13]2[CH:12]=[C:11]([C:14]3[C:19]([Cl:20])=[CH:18][N:17]=[C:16]([NH:32][CH2:31][CH2:30][CH2:29][N:26]4[CH2:25][CH2:24][N:23]([CH3:22])[CH2:28][CH2:27]4)[N:15]=3)[S:10][C:9]=2[CH:8]=[CH:7][CH:6]=1)=[O:4]. The catalyst class is: 12. (3) Reactant: [F:1][C:2]1[C:3]([N+:16]([O-])=O)=[CH:4][C:5]2[CH:6]=[C:7]3[C:13]([CH3:15])([CH3:14])[CH2:12][CH2:11][N:8]3[C:9]=2[CH:10]=1.C([O-])=O.[NH4+]. Product: [F:1][C:2]1[C:3]([NH2:16])=[CH:4][C:5]2[CH:6]=[C:7]3[C:13]([CH3:14])([CH3:15])[CH2:12][CH2:11][N:8]3[C:9]=2[CH:10]=1. The catalyst class is: 29. (4) Reactant: [Cl:1][C:2]1[CH:3]=[C:4]2[C:9](=[CH:10][CH:11]=1)[N:8]=[C:7]([NH:12][C:13](=[O:17])OCC)[C:6]([O:18][CH3:19])=[N:5]2.[C:20]1([N:26]2[CH2:31][CH2:30][NH:29][CH2:28][CH2:27]2)[CH:25]=[CH:24][CH:23]=[CH:22][CH:21]=1.C1CCN2C(=NCCC2)CC1. Product: [Cl:1][C:2]1[CH:3]=[C:4]2[C:9](=[CH:10][CH:11]=1)[N:8]=[C:7]([NH:12][C:13]([N:29]1[CH2:30][CH2:31][N:26]([C:20]3[CH:25]=[CH:24][CH:23]=[CH:22][CH:21]=3)[CH2:27][CH2:28]1)=[O:17])[C:6]([O:18][CH3:19])=[N:5]2. The catalyst class is: 7. (5) Reactant: [F:1][C:2]1[CH:7]=[CH:6][C:5]([C:8]2[N:9]=[C:10]3[N:14]([CH:15]=2)[CH:13]=[CH:12][O:11]3)=[CH:4][CH:3]=1.C1C(=O)N([I:23])C(=O)C1.CN(C=O)C. Product: [F:1][C:2]1[CH:3]=[CH:4][C:5]([C:8]2[N:9]=[C:10]3[N:14]([C:15]=2[I:23])[CH:13]=[CH:12][O:11]3)=[CH:6][CH:7]=1. The catalyst class is: 6. (6) Reactant: [NH2:1][CH2:2][CH2:3][C:4]1[CH:9]=[CH:8][C:7]([OH:10])=[CH:6][CH:5]=1.[Cl:11][CH2:12][C:13](Cl)=[O:14]. Product: [Cl:11][CH2:12][C:13]([NH:1][CH2:2][CH2:3][C:4]1[CH:9]=[CH:8][C:7]([OH:10])=[CH:6][CH:5]=1)=[O:14]. The catalyst class is: 46. (7) Reactant: [Br:1][C:2]1[CH:7]=[CH:6][C:5]([C:8]([CH3:14])([CH3:13])[C:9]([O:11]C)=O)=[CH:4][CH:3]=1.[OH-].[Na+].Cl.BrC1C=CC(C(C)(C)C(O)=O)=CC=1.[CH3:31][CH:32]([CH3:35])[CH2:33][NH2:34].C(Cl)CCl.C1C=CC2N(O)N=NC=2C=1. Product: [Br:1][C:2]1[CH:3]=[CH:4][C:5]([C:8]([CH3:14])([CH3:13])[C:9]([NH:34][CH2:33][CH:32]([CH3:35])[CH3:31])=[O:11])=[CH:6][CH:7]=1. The catalyst class is: 3. (8) Reactant: [OH:1][CH2:2][CH2:3][O:4][C:5]1[CH:20]=[CH:19][C:8]([CH:9]=[C:10]([C:15]([O:17][CH3:18])=[O:16])[C:11]([O:13][CH3:14])=[O:12])=[CH:7][CH:6]=1. Product: [OH:1][CH2:2][CH2:3][O:4][C:5]1[CH:6]=[CH:7][C:8]([CH2:9][CH:10]([C:15]([O:17][CH3:18])=[O:16])[C:11]([O:13][CH3:14])=[O:12])=[CH:19][CH:20]=1. The catalyst class is: 19.